The task is: Predict which catalyst facilitates the given reaction.. This data is from Catalyst prediction with 721,799 reactions and 888 catalyst types from USPTO. (1) Reactant: C(Cl)(=O)C(Cl)=O.FC1C=CC=CC=1[C:14]1[C:19]([C:20](O)=[O:21])=[CH:18][N:17]=[C:16]([N:23]2[CH2:28][CH2:27][O:26][CH2:25][CH2:24]2)[N:15]=1.C([NH:36]C1CCC1)C1C=CC=CC=1.C(N(C(C)C)CC)(C)C. Product: [O:26]1[CH2:27][CH2:28][N:23]([C:16]2[N:17]=[CH:18][C:19]([C:20]([NH2:36])=[O:21])=[CH:14][N:15]=2)[CH2:24][CH2:25]1. The catalyst class is: 59. (2) Reactant: [NH2:1][C:2]1[C:12]([Br:13])=[CH:11][CH:10]=[CH:9][C:3]=1[C:4]([NH:6][CH2:7][CH3:8])=[O:5].Cl[C:15](Cl)([O:17]C(=O)OC(Cl)(Cl)Cl)Cl.CCN(C(C)C)C(C)C. Product: [Br:13][C:12]1[CH:11]=[CH:10][CH:9]=[C:3]2[C:2]=1[NH:1][C:15](=[O:17])[N:6]([CH2:7][CH3:8])[C:4]2=[O:5]. The catalyst class is: 2. (3) Reactant: CO[C:3](=[O:13])[C:4]1[CH:9]=[CH:8][C:7]([Br:10])=[CH:6][C:5]=1[CH2:11]Br.[CH2:14]([NH2:21])[C:15]1[CH:20]=[CH:19][CH:18]=[CH:17][CH:16]=1.C([O-])([O-])=O.[K+].[K+].C(OCC)(=O)C. Product: [CH2:14]([N:21]1[CH2:11][C:5]2[C:4](=[CH:9][CH:8]=[C:7]([Br:10])[CH:6]=2)[C:3]1=[O:13])[C:15]1[CH:20]=[CH:19][CH:18]=[CH:17][CH:16]=1. The catalyst class is: 345. (4) Reactant: C([O:3][C:4](=[O:7])[CH2:5][SH:6])C.[H-].[Na+].[Cl:10][C:11]1[CH:16]=[C:15]([Cl:17])[CH:14]=[CH:13][C:12]=1[O:18][CH2:19]Cl. Product: [Cl:10][C:11]1[CH:16]=[C:15]([Cl:17])[CH:14]=[CH:13][C:12]=1[O:18][CH2:19][S:6][CH2:5][C:4]([OH:3])=[O:7]. The catalyst class is: 3. (5) Reactant: [CH3:1][C:2]1[N:3]=[C:4]2[S:11][CH:10]=[CH:9][N:5]2[C:6](=[O:8])[CH:7]=1.[Cl:12][C:13]1[CH:20]=[CH:19][C:16]([CH:17]=O)=[CH:15][CH:14]=1.[O-]CC.[Na+]. Product: [Cl:12][C:13]1[CH:20]=[CH:19][C:16](/[CH:17]=[CH:1]/[C:2]2[N:3]=[C:4]3[S:11][CH:10]=[CH:9][N:5]3[C:6](=[O:8])[CH:7]=2)=[CH:15][CH:14]=1. The catalyst class is: 8. (6) Reactant: [CH3:1][N:2]([CH:4]=[O:5])[CH3:3].P(Cl)(Cl)(Cl)=O.[CH2:11]([NH:18][C:19]1[C:20]([C:27]([O:29][CH2:30][CH3:31])=[O:28])=CN(C)[C:23](=[O:25])[CH:24]=1)[C:12]1[CH:17]=[CH:16][CH:15]=[CH:14][CH:13]=1. Product: [CH2:11]([NH:18][C:19]1[C:20]([C:27]([O:29][CH2:30][CH3:31])=[O:28])=[CH:1][N:2]([CH3:3])[C:4](=[O:5])[C:24]=1[CH:23]=[O:25])[C:12]1[CH:17]=[CH:16][CH:15]=[CH:14][CH:13]=1. The catalyst class is: 6. (7) Reactant: [CH3:1][O:2][C:3]1[C:4]2[C:11]([C:12]3[CH:17]=[CH:16][CH:15]=[CH:14][CH:13]=3)=[C:10]([C:18]3[CH:23]=[CH:22][C:21]([C:24]4([NH:28]C(=O)OC(C)(C)C)[CH2:27][CH2:26][CH2:25]4)=[CH:20][CH:19]=3)[O:9][C:5]=2[N:6]=[CH:7][N:8]=1.C(O)(C(F)(F)F)=O. Product: [CH3:1][O:2][C:3]1[C:4]2[C:11]([C:12]3[CH:17]=[CH:16][CH:15]=[CH:14][CH:13]=3)=[C:10]([C:18]3[CH:19]=[CH:20][C:21]([C:24]4([NH2:28])[CH2:27][CH2:26][CH2:25]4)=[CH:22][CH:23]=3)[O:9][C:5]=2[N:6]=[CH:7][N:8]=1. The catalyst class is: 2. (8) Reactant: [CH2:1]([N:5]1[CH2:23][CH2:22][C@:12]23[C:13]4[C:14]5[O:21][C@H:11]2[C:10](=[O:24])[CH2:9][CH2:8][C@@:7]3([OH:25])[C@H:6]1[CH2:19][C:18]=4[CH:17]=[CH:16][C:15]=5[OH:20])[CH:2]([CH3:4])[CH3:3].C([O-])([O-])=O.[K+].[K+].[CH2:32](Br)[C:33]1[CH:38]=[CH:37][CH:36]=[CH:35][CH:34]=1. Product: [CH2:1]([N:5]1[CH2:23][CH2:22][C@:12]23[C:13]4[C:14]5[O:21][C@H:11]2[C:10](=[O:24])[CH2:9][CH2:8][C@@:7]3([OH:25])[C@H:6]1[CH2:19][C:18]=4[CH:17]=[CH:16][C:15]=5[O:20][CH2:32][C:33]1[CH:38]=[CH:37][CH:36]=[CH:35][CH:34]=1)[CH:2]([CH3:4])[CH3:3]. The catalyst class is: 3.